This data is from Reaction yield outcomes from USPTO patents with 853,638 reactions. The task is: Predict the reaction yield, written as a fraction of the theoretical maximum amount of product (1.0 means a 100% yield; for example, 0.34 means a 34% yield). (1) The reactants are COC(C1[CH:14]=[C:13](O)[C:12]2[C:7](=[C:8](OCC3C=CC=CC=3)[CH:9]=[C:10](Br)[CH:11]=2)N=1)=O.[CH3:25][O:26][C:27]([C:29]1[CH:38]=[C:37]([O:39][CH2:40][C:41]2[CH:46]=[CH:45][CH:44]=[CH:43][CH:42]=2)[C:36]2[C:31](=[C:32]([N+:48]([O-:50])=[O:49])[CH:33]=[C:34](Br)[CH:35]=2)[N:30]=1)=[O:28]. The yield is 0.850. The product is [CH3:25][O:26][C:27]([C:29]1[CH:38]=[C:37]([O:39][CH2:40][C:41]2[CH:46]=[CH:45][CH:44]=[CH:43][CH:42]=2)[C:36]2[C:31](=[C:32]([N+:48]([O-:50])=[O:49])[CH:33]=[C:34]([C:14]#[C:13][C:12]3[CH:7]=[CH:8][CH:9]=[CH:10][CH:11]=3)[CH:35]=2)[N:30]=1)=[O:28]. No catalyst specified. (2) The reactants are C[N:2](C)[CH:3]=[CH:4][C:5]([C:7]1[C:12](=[O:13])[CH:11]=[CH:10][N:9]([C:14]2[CH:19]=[CH:18][CH:17]=[CH:16][C:15]=2[F:20])[N:8]=1)=O.[C:22]1([NH:28]N)[CH:27]=[CH:26][CH:25]=[CH:24][CH:23]=1. The catalyst is CO. The product is [F:20][C:15]1[CH:16]=[CH:17][CH:18]=[CH:19][C:14]=1[N:9]1[CH:10]=[CH:11][C:12](=[O:13])[C:7]([C:5]2[N:28]([C:22]3[CH:27]=[CH:26][CH:25]=[CH:24][CH:23]=3)[N:2]=[CH:3][CH:4]=2)=[N:8]1. The yield is 0.310. (3) The reactants are [Cl:1][C:2]1[C:3]([O:12][C:13]2[CH:18]=[C:17]([O:19][CH2:20][CH2:21][O:22][CH3:23])[CH:16]=[CH:15][C:14]=2[CH2:24][CH2:25][CH2:26][OH:27])=[N:4][CH:5]=[C:6]([C:8]([F:11])([F:10])[F:9])[CH:7]=1.[CH2:28]([O:30][CH2:31][CH2:32][NH2:33])[CH3:29].Cl.CN(C)[CH:37]=[O:38]. No catalyst specified. The product is [CH2:28]([O:30][CH2:31][CH2:32][NH:33][C:37](=[O:38])[O:27][CH2:26][CH2:25][CH2:24][C:14]1[CH:15]=[CH:16][C:17]([O:19][CH2:20][CH2:21][O:22][CH3:23])=[CH:18][C:13]=1[O:12][C:3]1[C:2]([Cl:1])=[CH:7][C:6]([C:8]([F:9])([F:11])[F:10])=[CH:5][N:4]=1)[CH3:29]. The yield is 0.480. (4) The reactants are [F:1][C:2]([F:26])([F:25])[C:3]1[N:7]2[N:8]=[C:9]([N:12]3[CH2:17][CH2:16][CH:15]([C:18]4[CH:23]=[CH:22][C:21]([OH:24])=[CH:20][CH:19]=4)[CH2:14][CH2:13]3)[CH:10]=[CH:11][C:6]2=[N:5][N:4]=1.Br[CH2:28][CH2:29][CH2:30][C:31]([O:33][CH3:34])=[O:32]. No catalyst specified. The product is [F:26][C:2]([F:1])([F:25])[C:3]1[N:7]2[N:8]=[C:9]([N:12]3[CH2:17][CH2:16][CH:15]([C:18]4[CH:23]=[CH:22][C:21]([O:24][CH2:28][CH2:29][CH2:30][C:31]([O:33][CH3:34])=[O:32])=[CH:20][CH:19]=4)[CH2:14][CH2:13]3)[CH:10]=[CH:11][C:6]2=[N:5][N:4]=1. The yield is 0.630. (5) The reactants are Br[C:2]1[S:6][C:5]([NH:7][C:8]([NH:10][C:11]2[CH:16]=[CH:15][C:14]([CH3:17])=[CH:13][C:12]=2[C:18]([CH:20]2[CH2:24][CH2:23][CH2:22][CH2:21]2)=[O:19])=[O:9])=[N:4][CH:3]=1.[CH3:25][S-:26].[Na+]. No catalyst specified. The product is [CH:20]1([C:18]([C:12]2[CH:13]=[C:14]([CH3:17])[CH:15]=[CH:16][C:11]=2[NH:10][C:8]([NH:7][C:5]2[S:6][C:2]([S:26][CH3:25])=[CH:3][N:4]=2)=[O:9])=[O:19])[CH2:24][CH2:23][CH2:22][CH2:21]1. The yield is 0.250. (6) The reactants are [CH:1]1[C:9]2[C:8]3[CH:10]=[CH:11][CH:12]=[CH:13][C:7]=3[S:6](=O)[C:5]=2[CH:4]=[CH:3][CH:2]=1.[CH3:15][O:16][C:17]1[CH:25]=[CH:24][C:20]([C:21]([OH:23])=[O:22])=[CH:19][CH:18]=1.CS(O)(=O)=O.O=P12OP3(OP(OP(O3)(O1)=O)(=O)O2)=O.[I-:45].[Na+]. The catalyst is ClCCl.O. The product is [I-:45].[C:21]([C:20]1[CH:19]=[CH:18][C:17]([O:16][CH3:15])=[C:25]([S+:6]2[C:5]3[CH:4]=[CH:3][CH:2]=[CH:1][C:9]=3[C:8]3[CH:10]=[CH:11][CH:12]=[CH:13][C:7]2=3)[CH:24]=1)([OH:23])=[O:22]. The yield is 0.550.